This data is from Forward reaction prediction with 1.9M reactions from USPTO patents (1976-2016). The task is: Predict the product of the given reaction. Given the reactants [Cl:1][C:2]1[C:7]([C:8]([NH2:10])=[O:9])=[C:6]([OH:11])[C:5]([NH:12][C:13]2[C:16](=[O:17])[C:15](=[O:18])[C:14]=2Cl)=[CH:4][CH:3]=1.[Br:20][C:21]1[CH:27]=[CH:26][CH:25]=[CH:24][C:22]=1[NH2:23], predict the reaction product. The product is: [Cl:1][C:2]1[C:7]([C:8]([NH2:10])=[O:9])=[C:6]([OH:11])[C:5]([NH:12][C:13]2[C:16](=[O:17])[C:15](=[O:18])[C:14]=2[NH:23][C:22]2[CH:24]=[CH:25][CH:26]=[CH:27][C:21]=2[Br:20])=[CH:4][CH:3]=1.